This data is from Forward reaction prediction with 1.9M reactions from USPTO patents (1976-2016). The task is: Predict the product of the given reaction. Given the reactants [F:1][C:2]1[CH:7]=[C:6]([C:8]2[CH:13]=[CH:12][CH:11]=[CH:10][CH:9]=2)[CH:5]=[CH:4][C:3]=1B(O)O.Cl[C:18]1[N:23]=[C:22]([NH2:24])[N:21]=[C:20]([NH:25][CH3:26])[CH:19]=1, predict the reaction product. The product is: [F:1][C:2]1[CH:7]=[C:6]([C:8]2[CH:13]=[CH:12][CH:11]=[CH:10][CH:9]=2)[CH:5]=[CH:4][C:3]=1[C:18]1[N:23]=[C:22]([NH2:24])[N:21]=[C:20]([NH:25][CH3:26])[CH:19]=1.